The task is: Regression. Given two drug SMILES strings and cell line genomic features, predict the synergy score measuring deviation from expected non-interaction effect.. This data is from NCI-60 drug combinations with 297,098 pairs across 59 cell lines. (1) Drug 1: CN1CCC(CC1)COC2=C(C=C3C(=C2)N=CN=C3NC4=C(C=C(C=C4)Br)F)OC. Drug 2: C1=NC2=C(N1)C(=S)N=C(N2)N. Cell line: OVCAR-5. Synergy scores: CSS=44.9, Synergy_ZIP=-2.52, Synergy_Bliss=-0.729, Synergy_Loewe=1.80, Synergy_HSA=3.22. (2) Drug 1: CC(C)NC(=O)C1=CC=C(C=C1)CNNC.Cl. Drug 2: N.N.Cl[Pt+2]Cl. Cell line: HCC-2998. Synergy scores: CSS=8.65, Synergy_ZIP=-1.57, Synergy_Bliss=9.92, Synergy_Loewe=-10.6, Synergy_HSA=-0.464. (3) Drug 1: C1=C(C(=O)NC(=O)N1)F. Drug 2: CC1=C(C(=CC=C1)Cl)NC(=O)C2=CN=C(S2)NC3=CC(=NC(=N3)C)N4CCN(CC4)CCO. Cell line: T-47D. Synergy scores: CSS=23.1, Synergy_ZIP=-7.01, Synergy_Bliss=-3.17, Synergy_Loewe=5.15, Synergy_HSA=5.88. (4) Drug 1: CCC(=C(C1=CC=CC=C1)C2=CC=C(C=C2)OCCN(C)C)C3=CC=CC=C3.C(C(=O)O)C(CC(=O)O)(C(=O)O)O. Drug 2: CC1=C(N=C(N=C1N)C(CC(=O)N)NCC(C(=O)N)N)C(=O)NC(C(C2=CN=CN2)OC3C(C(C(C(O3)CO)O)O)OC4C(C(C(C(O4)CO)O)OC(=O)N)O)C(=O)NC(C)C(C(C)C(=O)NC(C(C)O)C(=O)NCCC5=NC(=CS5)C6=NC(=CS6)C(=O)NCCC[S+](C)C)O. Cell line: MDA-MB-231. Synergy scores: CSS=18.3, Synergy_ZIP=-3.73, Synergy_Bliss=1.64, Synergy_Loewe=-11.1, Synergy_HSA=1.86. (5) Drug 1: CC1=CC=C(C=C1)C2=CC(=NN2C3=CC=C(C=C3)S(=O)(=O)N)C(F)(F)F. Drug 2: CCC1(C2=C(COC1=O)C(=O)N3CC4=CC5=C(C=CC(=C5CN(C)C)O)N=C4C3=C2)O.Cl. Cell line: DU-145. Synergy scores: CSS=12.4, Synergy_ZIP=2.62, Synergy_Bliss=3.10, Synergy_Loewe=-47.8, Synergy_HSA=0.713. (6) Drug 1: CNC(=O)C1=NC=CC(=C1)OC2=CC=C(C=C2)NC(=O)NC3=CC(=C(C=C3)Cl)C(F)(F)F. Drug 2: C(CN)CNCCSP(=O)(O)O. Cell line: DU-145. Synergy scores: CSS=5.62, Synergy_ZIP=0.578, Synergy_Bliss=4.46, Synergy_Loewe=2.05, Synergy_HSA=1.92.